Predict the product of the given reaction. From a dataset of Forward reaction prediction with 1.9M reactions from USPTO patents (1976-2016). The product is: [I:7][C:6]1[N:2]([O:1][C:10](=[O:11])[N:9]([CH3:8])[C:13]2[CH:18]=[CH:17][CH:16]=[CH:15][CH:14]=2)[N:3]=[CH:4][CH:5]=1. Given the reactants [OH:1][N:2]1[C:6]([I:7])=[CH:5][CH:4]=[N:3]1.[CH3:8][N:9]([C:13]1[CH:18]=[CH:17][CH:16]=[CH:15][CH:14]=1)[C:10](Cl)=[O:11], predict the reaction product.